Dataset: Forward reaction prediction with 1.9M reactions from USPTO patents (1976-2016). Task: Predict the product of the given reaction. Given the reactants C[O:2][C:3]([C:5]1[S:6][C:7]([C:24]#[C:25][C:26]([CH3:29])([CH3:28])[CH3:27])=[CH:8][C:9]=1[N:10]([CH2:20][C:21]([OH:23])=[O:22])[C:11]([C@H:13]1[CH2:18][CH2:17][C@H:16]([CH3:19])[CH2:15][CH2:14]1)=[O:12])=[O:4].C1COCC1.CO.[OH-].[Li+], predict the reaction product. The product is: [C:21]([CH2:20][N:10]([C:11]([C@H:13]1[CH2:18][CH2:17][C@H:16]([CH3:19])[CH2:15][CH2:14]1)=[O:12])[C:9]1[CH:8]=[C:7]([C:24]#[C:25][C:26]([CH3:29])([CH3:28])[CH3:27])[S:6][C:5]=1[C:3]([OH:4])=[O:2])([OH:23])=[O:22].